Task: Regression. Given a peptide amino acid sequence and an MHC pseudo amino acid sequence, predict their binding affinity value. This is MHC class II binding data.. Dataset: Peptide-MHC class II binding affinity with 134,281 pairs from IEDB (1) The peptide sequence is GELQIVDIIDAAFKI. The MHC is DRB1_0802 with pseudo-sequence DRB1_0802. The binding affinity (normalized) is 0.470. (2) The peptide sequence is EVQLVESGGGLVQPG. The MHC is DRB1_0901 with pseudo-sequence DRB1_0901. The binding affinity (normalized) is 0.387.